This data is from Catalyst prediction with 721,799 reactions and 888 catalyst types from USPTO. The task is: Predict which catalyst facilitates the given reaction. Reactant: C(N(CC)CC)C.Br[CH:9]([OH:11])[CH3:10].[Br:12][C:13]1[CH:14]=[C:15]([NH2:20])[CH:16]=[CH:17][C:18]=1[CH3:19].O. Product: [Br:12][C:13]1[CH:14]=[C:15]([NH:20][CH2:10][CH2:9][OH:11])[CH:16]=[CH:17][C:18]=1[CH3:19]. The catalyst class is: 11.